Dataset: Forward reaction prediction with 1.9M reactions from USPTO patents (1976-2016). Task: Predict the product of the given reaction. (1) Given the reactants Cl[C:2]1[N:7]=[C:6]([N:8]([CH2:11][C:12]2[S:16][C:15]([Cl:17])=[N:14][CH:13]=2)[CH2:9][CH3:10])[C:5]([Cl:18])=[CH:4][CH:3]=1.[O:19]1CCC[CH2:20]1.C[O-].[Na+], predict the reaction product. The product is: [CH3:20][O:19][C:2]1[N:7]=[C:6]([N:8]([CH2:11][C:12]2[S:16][C:15]([Cl:17])=[N:14][CH:13]=2)[CH2:9][CH3:10])[C:5]([Cl:18])=[CH:4][CH:3]=1. (2) Given the reactants F[C:2]1[CH:7]=[C:6]([F:8])[CH:5]=[CH:4][C:3]=1[N+:9]([O-:11])=[O:10].N1C=CC=CC=1.[CH3:18][S-:19].[Na+], predict the reaction product. The product is: [F:8][C:6]1[CH:5]=[CH:4][C:3]([N+:9]([O-:11])=[O:10])=[C:2]([S:19][CH3:18])[CH:7]=1. (3) Given the reactants C1COCC1.[N:6]1([C:12]2[CH:13]=[C:14]([CH:18]=[C:19]([N+:21]([O-:23])=[O:22])[CH:20]=2)[C:15](O)=[O:16])[CH2:11][CH2:10][O:9][CH2:8][CH2:7]1, predict the reaction product. The product is: [N:6]1([C:12]2[CH:13]=[C:14]([CH2:15][OH:16])[CH:18]=[C:19]([N+:21]([O-:23])=[O:22])[CH:20]=2)[CH2:11][CH2:10][O:9][CH2:8][CH2:7]1. (4) Given the reactants COC1C=CC(C(C2C=CC(OC)=CC=2)(C2C=CC=CC=2)[NH:10][C:11]2[O:12][C@H:13]([C:39]([F:42])([F:41])[F:40])[CH2:14][C@:15]([C:18]3[C:23]([F:24])=[CH:22][CH:21]=[C:20]([N:25]=C(C4C=CC=CC=4)C4C=CC=CC=4)[N:19]=3)([CH3:17])[N:16]=2)=CC=1.FC(F)(F)C(O)=O.Cl.C([O-])([O-])=O.[Na+].[Na+], predict the reaction product. The product is: [NH2:25][C:20]1[N:19]=[C:18]([C@:15]2([CH3:17])[CH2:14][C@@H:13]([C:39]([F:41])([F:40])[F:42])[O:12][C:11]([NH2:10])=[N:16]2)[C:23]([F:24])=[CH:22][CH:21]=1. (5) The product is: [S:23]1[CH2:22][CH2:21][CH2:20][S:24][C:9]1([C:10]([F:17])([F:16])[C:11]([O:13][CH2:14][CH3:15])=[O:12])[C:3]([F:19])([F:2])[C:4]([O:6][CH2:7][CH3:8])=[O:5]. Given the reactants O.[F:2][C:3]([F:19])([C:9](=O)[C:10]([F:17])([F:16])[C:11]([O:13][CH2:14][CH3:15])=[O:12])[C:4]([O:6][CH2:7][CH3:8])=[O:5].[CH2:20]([SH:24])[CH2:21][CH2:22][SH:23], predict the reaction product. (6) Given the reactants IC.[C:3]([O:7][C:8]([NH:10][C@@H:11]([CH2:15][C:16]#[N:17])[C:12]([OH:14])=[O:13])=[O:9])([CH3:6])([CH3:5])[CH3:4].[CH2:18]1CCN2C(=NCCC2)CC1.OS([O-])(=O)=O.[K+], predict the reaction product. The product is: [CH3:18][O:13][C:12](=[O:14])[C@@H:11]([NH:10][C:8]([O:7][C:3]([CH3:6])([CH3:5])[CH3:4])=[O:9])[CH2:15][C:16]#[N:17].